Dataset: Forward reaction prediction with 1.9M reactions from USPTO patents (1976-2016). Task: Predict the product of the given reaction. (1) The product is: [CH2:9]([N:3]1[C:4]([Cl:8])=[C:5]([Cl:7])[N:6]=[C:2]1[C:15]1[C:16]([CH3:20])=[CH:17][CH:18]=[CH:19][C:14]=1[CH3:13])[CH2:10][CH2:11][CH3:12]. Given the reactants Br[C:2]1[N:3]([CH2:9][CH2:10][CH2:11][CH3:12])[C:4]([Cl:8])=[C:5]([Cl:7])[N:6]=1.[CH3:13][C:14]1[CH:19]=[CH:18][CH:17]=[C:16]([CH3:20])[C:15]=1B(O)O, predict the reaction product. (2) Given the reactants [CH3:1][C:2]([O:5][C:6]([NH:8][C@H:9]([CH2:13][CH3:14])[C:10]([OH:12])=O)=[O:7])([CH3:4])[CH3:3].C(N(CC)C(C)C)(C)C.F[P-](F)(F)(F)(F)F.N1(OC(N(C)C)=[N+](C)C)C2N=CC=CC=2N=N1.[NH2:48][C:49]1[CH:50]=[CH:51][C:52]([O:55][C:56]2[CH:63]=[CH:62][C:59]([C:60]#[N:61])=[CH:58][C:57]=2[CH:64]2[CH2:66][CH2:65]2)=[N:53][CH:54]=1, predict the reaction product. The product is: [C:60]([C:59]1[CH:62]=[CH:63][C:56]([O:55][C:52]2[N:53]=[CH:54][C:49]([NH:48][C:10]([C@H:9]([NH:8][C:6](=[O:7])[O:5][C:2]([CH3:1])([CH3:3])[CH3:4])[CH2:13][CH3:14])=[O:12])=[CH:50][CH:51]=2)=[C:57]([CH:64]2[CH2:65][CH2:66]2)[CH:58]=1)#[N:61]. (3) Given the reactants [CH3:1][C:2]1([CH3:10])[CH2:7][C:6](=O)[CH2:5][C:4](=[O:9])[CH2:3]1.[C:11](#[N:15])[CH2:12][C:13]#[N:14].N1CCCCC1, predict the reaction product. The product is: [CH3:10][C:2]1([CH3:1])[CH2:3][C:4](=[O:9])[CH2:5][C:6](=[C:12]([C:11]#[N:15])[C:13]#[N:14])[CH2:7]1. (4) Given the reactants [Cl:1][C:2]1[CH:27]=[CH:26][CH:25]=[CH:24][C:3]=1[CH2:4][NH:5][C:6]1[NH:10][C:9]2[C:11]3[CH2:12][C:13]([CH3:23])([CH3:22])[O:14][C:15]=3[C:16]([C:18](OC)=[O:19])=[CH:17][C:8]=2[N:7]=1.[F:28][C:29]1[CH:35]=[CH:34][C:33]([C:36]([F:39])([F:38])[F:37])=[CH:32][C:30]=1[NH2:31].C[Al](C)C, predict the reaction product. The product is: [Cl:1][C:2]1[CH:27]=[CH:26][CH:25]=[CH:24][C:3]=1[CH2:4][NH:5][C:6]1[NH:10][C:9]2[C:11]3[CH2:12][C:13]([CH3:23])([CH3:22])[O:14][C:15]=3[C:16]([C:18]([NH:31][C:30]3[CH:32]=[C:33]([C:36]([F:37])([F:38])[F:39])[CH:34]=[CH:35][C:29]=3[F:28])=[O:19])=[CH:17][C:8]=2[N:7]=1. (5) Given the reactants [NH2:1][C:2]1[CH:3]=[N:4][C:5]2[C:10]([C:11]=1[NH:12][CH2:13][CH2:14][NH:15][C:16]([NH:18][CH2:19][CH2:20][CH3:21])=[O:17])=[CH:9][CH:8]=[C:7]([Br:22])[CH:6]=2.[CH2:23]([O:25][CH2:26][C:27](Cl)=O)[CH3:24], predict the reaction product. The product is: [Br:22][C:7]1[CH:8]=[CH:9][C:10]2[C:11]3[N:12]([CH2:13][CH2:14][NH:15][C:16]([NH:18][CH2:19][CH2:20][CH3:21])=[O:17])[C:24]([CH2:23][O:25][CH2:26][CH3:27])=[N:1][C:2]=3[CH:3]=[N:4][C:5]=2[CH:6]=1. (6) Given the reactants [O:1]=[S:2]1(=[O:28])[C:7]2[CH:8]=[CH:9][CH:10]=[CH:11][C:6]=2[NH:5][C:4]([C:12]2[C:17](=[O:18])[N:16]([N:19]=[CH:20][CH:21]([CH3:23])[CH3:22])[C:15]3[CH:24]=[CH:25][S:26][C:14]=3[C:13]=2[OH:27])=[N:3]1.CO.[BH4-].[Li+].Cl, predict the reaction product. The product is: [O:28]=[S:2]1(=[O:1])[C:7]2[CH:8]=[CH:9][CH:10]=[CH:11][C:6]=2[NH:5][C:4]([C:12]2[C:17](=[O:18])[N:16]([NH:19][CH2:20][C:21]3[CH:22]=[CH:13][C:12]([CH3:17])=[CH:4][CH:23]=3)[C:15]3[CH:24]=[CH:25][S:26][C:14]=3[C:13]=2[OH:27])=[N:3]1. (7) Given the reactants [CH3:1][C:2]([C:5]1[CH:10]=[CH:9][C:8]([C:11]2[C:19]3[C:14](=[CH:15][CH:16]=[CH:17][CH:18]=3)[N:13]([CH2:20][C:21]3[CH:26]=[C:25]([O:27][CH2:28][CH2:29][O:30][CH3:31])[CH:24]=[C:23]([OH:32])[CH:22]=3)[C:12]=2[C:33]([O:35]CC2C=CC=CC=2)=[O:34])=[CH:7][CH:6]=1)([CH3:4])[CH3:3].[CH3:43][N:44]([CH3:48])[C:45](Cl)=[O:46].CCOC(C)=O, predict the reaction product. The product is: [CH3:43][N:44]([CH3:48])[C:45]([O:32][C:23]1[CH:22]=[C:21]([CH2:20][N:13]2[C:14]3[C:19](=[CH:18][CH:17]=[CH:16][CH:15]=3)[C:11]([C:8]3[CH:7]=[CH:6][C:5]([C:2]([CH3:4])([CH3:1])[CH3:3])=[CH:10][CH:9]=3)=[C:12]2[C:33]([OH:35])=[O:34])[CH:26]=[C:25]([O:27][CH2:28][CH2:29][O:30][CH3:31])[CH:24]=1)=[O:46]. (8) The product is: [Cl:1][C:2]1[C:10]2[C:5](=[N:6][C:7]([NH:19][CH2:18][CH2:16][OH:17])=[N:8][CH:9]=2)[N:4]([CH3:15])[N:3]=1. Given the reactants [Cl:1][C:2]1[C:10]2[C:5](=[N:6][C:7](S(C)(=O)=O)=[N:8][CH:9]=2)[N:4]([CH3:15])[N:3]=1.[CH2:16]([CH2:18][NH2:19])[OH:17].O.C(OCC)(=O)C, predict the reaction product. (9) The product is: [Cl:1][C:2]1[C:3]([N:12]2[CH2:17][CH2:16][NH:15][CH2:14][CH2:13]2)=[N:4][CH:5]=[C:6]([CH:10]=1)[C:7]([O-:9])=[O:8].[NH2+:12]1[CH2:17][CH2:16][NH:15][CH2:14][CH2:13]1. Given the reactants [Cl:1][C:2]1[C:3](Cl)=[N:4][CH:5]=[C:6]([CH:10]=1)[C:7]([OH:9])=[O:8].[NH:12]1[CH2:17][CH2:16][NH:15][CH2:14][CH2:13]1.CCN(C(C)C)C(C)C, predict the reaction product. (10) The product is: [CH2:30]([O:29][C:24](=[O:28])[CH2:25][CH:26]1[S:23][C:21]([C:16]2[NH:17][C:18]3[C:14]([CH:15]=2)=[CH:13][C:12]([O:11][C:8]2[CH:9]=[N:10][C:5]([S:2]([CH3:1])(=[O:4])=[O:3])=[CH:6][CH:7]=2)=[CH:20][CH:19]=3)=[N:22][CH2:27]1)[CH3:31]. Given the reactants [CH3:1][S:2]([C:5]1[N:10]=[CH:9][C:8]([O:11][C:12]2[CH:13]=[C:14]3[C:18](=[CH:19][CH:20]=2)[NH:17][C:16]([C:21](=[S:23])[NH2:22])=[CH:15]3)=[CH:7][CH:6]=1)(=[O:4])=[O:3].[C:24]([O:29][CH2:30][CH3:31])(=[O:28])[C:25]#[C:26][CH3:27].C(P(CCCC)CCCC)CCC.C(OCC)(=O)C, predict the reaction product.